This data is from NCI-60 drug combinations with 297,098 pairs across 59 cell lines. The task is: Regression. Given two drug SMILES strings and cell line genomic features, predict the synergy score measuring deviation from expected non-interaction effect. (1) Drug 1: C1CN(CCN1C(=O)CCBr)C(=O)CCBr. Drug 2: CC1CCCC2(C(O2)CC(NC(=O)CC(C(C(=O)C(C1O)C)(C)C)O)C(=CC3=CSC(=N3)C)C)C. Cell line: UO-31. Synergy scores: CSS=1.04, Synergy_ZIP=-8.35, Synergy_Bliss=-9.91, Synergy_Loewe=-26.7, Synergy_HSA=-10.4. (2) Drug 1: CC1CCC2CC(C(=CC=CC=CC(CC(C(=O)C(C(C(=CC(C(=O)CC(OC(=O)C3CCCCN3C(=O)C(=O)C1(O2)O)C(C)CC4CCC(C(C4)OC)O)C)C)O)OC)C)C)C)OC. Drug 2: C(CN)CNCCSP(=O)(O)O. Cell line: HT29. Synergy scores: CSS=14.0, Synergy_ZIP=0.703, Synergy_Bliss=6.36, Synergy_Loewe=-12.6, Synergy_HSA=1.74. (3) Drug 1: C1=CC(=CC=C1CC(C(=O)O)N)N(CCCl)CCCl.Cl. Drug 2: C1CN(P(=O)(OC1)NCCCl)CCCl. Cell line: HOP-92. Synergy scores: CSS=15.6, Synergy_ZIP=-3.76, Synergy_Bliss=5.66, Synergy_Loewe=-10.4, Synergy_HSA=3.98. (4) Drug 1: CC1=C2C(C(=O)C3(C(CC4C(C3C(C(C2(C)C)(CC1OC(=O)C(C(C5=CC=CC=C5)NC(=O)C6=CC=CC=C6)O)O)OC(=O)C7=CC=CC=C7)(CO4)OC(=O)C)O)C)OC(=O)C. Drug 2: CN(CCCl)CCCl.Cl. Cell line: SN12C. Synergy scores: CSS=6.20, Synergy_ZIP=-5.22, Synergy_Bliss=11.7, Synergy_Loewe=-14.7, Synergy_HSA=-0.615.